The task is: Predict the reactants needed to synthesize the given product.. This data is from Full USPTO retrosynthesis dataset with 1.9M reactions from patents (1976-2016). (1) Given the product [CH2:1]([O:3][C:4](=[O:13])[C:5]1[CH:10]=[CH:9][CH:8]=[C:7]([C:11]#[C:12][C:15]2[CH:27]=[CH:26][C:18]3[O:19][CH2:20][C:21]([CH3:25])([CH3:24])[CH2:22][O:23][C:17]=3[CH:16]=2)[CH:6]=1)[CH3:2], predict the reactants needed to synthesize it. The reactants are: [CH2:1]([O:3][C:4](=[O:13])[C:5]1[CH:10]=[CH:9][CH:8]=[C:7]([C:11]#[CH:12])[CH:6]=1)[CH3:2].I[C:15]1[CH:27]=[CH:26][C:18]2[O:19][CH2:20][C:21]([CH3:25])([CH3:24])[CH2:22][O:23][C:17]=2[CH:16]=1.C1COCC1.C(NC(C)C)(C)C. (2) Given the product [Cl:25][C:22]1[CH:21]=[CH:20][C:19]([CH2:18][C:9]2[C:10]([CH3:17])=[N:11][C:12]3[C:7]([C:8]=2[O:26][CH:27]([F:29])[F:28])=[C:6]([O:5][CH2:4][C:3]([OH:30])=[O:2])[CH:15]=[CH:14][C:13]=3[F:16])=[CH:24][CH:23]=1, predict the reactants needed to synthesize it. The reactants are: C[O:2][C:3](=[O:30])[CH2:4][O:5][C:6]1[CH:15]=[CH:14][C:13]([F:16])=[C:12]2[C:7]=1[C:8]([O:26][CH:27]([F:29])[F:28])=[C:9]([CH2:18][C:19]1[CH:24]=[CH:23][C:22]([Cl:25])=[CH:21][CH:20]=1)[C:10]([CH3:17])=[N:11]2.CO.[OH-].[Li+].Cl. (3) Given the product [NH2:18][C:16]1[NH:15][N:14]=[C:13]([NH:12][C:5]2[CH:6]=[C:7]([C:8]([F:11])([F:10])[F:9])[C:2]([C:58]3[CH:59]=[CH:60][C:55]([S:52]([NH:51][C:47]([CH3:48])([CH3:49])[CH3:50])(=[O:54])=[O:53])=[C:56]([O:70][CH3:71])[CH:57]=3)=[C:3]([Cl:19])[CH:4]=2)[N:17]=1, predict the reactants needed to synthesize it. The reactants are: Br[C:2]1[C:7]([C:8]([F:11])([F:10])[F:9])=[CH:6][C:5]([NH:12][C:13]2[N:17]=[C:16]([NH2:18])[NH:15][N:14]=2)=[CH:4][C:3]=1[Cl:19].CN1C(C)(C)CC(SC2C=CC(B3OC(C)(C)C(C)(C)O3)=CC=2)CC1(C)C.[C:47]([NH:51][S:52]([C:55]1[CH:60]=[CH:59][C:58](B2OC(C)(C)C(C)(C)O2)=[CH:57][C:56]=1[O:70][CH3:71])(=[O:54])=[O:53])([CH3:50])([CH3:49])[CH3:48].C([O-])([O-])=O.[K+].[K+]. (4) Given the product [Cl:2][C:3]1[CH:8]=[CH:7][CH:6]=[C:5]([Cl:9])[C:4]=1[C:10]([NH:12][C:13]1[CH:24]=[CH:23][C:16]([CH2:17][C@@H:18]([C:20]([OH:22])=[O:21])[NH:19][C:40]([O:39][CH2:38][CH:36]2[C:35]3[CH:34]=[CH:33][CH:32]=[CH:31][C:30]=3[C:29]3[C:37]2=[CH:25][CH:26]=[CH:27][CH:28]=3)=[O:41])=[CH:15][CH:14]=1)=[O:11], predict the reactants needed to synthesize it. The reactants are: Cl.[Cl:2][C:3]1[CH:8]=[CH:7][CH:6]=[C:5]([Cl:9])[C:4]=1[C:10]([NH:12][C:13]1[CH:24]=[CH:23][C:16]([CH2:17][C@@H:18]([C:20]([OH:22])=[O:21])[NH2:19])=[CH:15][CH:14]=1)=[O:11].[CH:25]1[C:37]2[CH:36]([CH2:38][O:39][C:40](ON3C(=O)CCC3=O)=[O:41])[C:35]3[C:30](=[CH:31][CH:32]=[CH:33][CH:34]=3)[C:29]=2[CH:28]=[CH:27][CH:26]=1.C(=O)([O-])[O-].[Na+].[Na+].O1CCOCC1. (5) Given the product [CH3:11][Si:12]([CH3:14])([CH3:13])[CH2:15][CH2:16][O:17][CH2:18][O:7][CH:4]1[CH2:5][CH2:6][CH:1]([OH:8])[CH2:2][CH2:3]1, predict the reactants needed to synthesize it. The reactants are: [CH:1]1([OH:8])[CH2:6][CH2:5][CH:4]([OH:7])[CH2:3][CH2:2]1.[H-].[Na+].[CH3:11][Si:12]([CH2:15][CH2:16][O:17][CH2:18]Cl)([CH3:14])[CH3:13]. (6) Given the product [CH3:34][C:29]1[CH:28]=[C:26]([N:27]=[C:47]2[NH:46][C@@H:38]([CH2:37][CH:36]([CH3:41])[CH3:35])[CH2:39][S:48]2)[CH:25]=[C:24]([CH3:23])[C:30]=1[N+:31]([O-:33])=[O:32], predict the reactants needed to synthesize it. The reactants are: OC[C@@H](N)CC(C)C.COC(=O)[C@H](CC(C)C)N.OCCN.[CH3:23][C:24]1[CH:25]=[C:26]([CH:28]=[C:29]([CH3:34])[C:30]=1[N+:31]([O-:33])=[O:32])[NH2:27].[CH3:35][C:36]1[CH:37]=[C:38]([N:46]=[C:47]=[S:48])[CH:39]=C(C)[C:41]=1[N+]([O-])=O. (7) Given the product [C:1]([O:5][C:6](=[O:19])[NH:7][CH2:8][C:9]1[CH:14]=[C:13]([CH:15]=[CH2:16])[C:12]([NH:17][S:21]([CH3:20])(=[O:23])=[O:22])=[C:11]([Cl:18])[CH:10]=1)([CH3:4])([CH3:2])[CH3:3], predict the reactants needed to synthesize it. The reactants are: [C:1]([O:5][C:6](=[O:19])[NH:7][CH2:8][C:9]1[CH:14]=[C:13]([CH:15]=[CH2:16])[C:12]([NH2:17])=[C:11]([Cl:18])[CH:10]=1)([CH3:4])([CH3:3])[CH3:2].[CH3:20][S:21](Cl)(=[O:23])=[O:22].C(N(CC)CC)C. (8) The reactants are: [CH3:1][C@H:2]1[C@@H:12]2[CH2:13][CH2:14][C@:15]3([CH3:19])[O:17][O:18][C@:11]42[C@H:5]([C@@H:6]([CH3:20])[C:7]([O:9][C@@H:10]4[O:16]3)=[O:8])[CH2:4][CH2:3]1.O=[CH:22][C@@H:23]([C@H]([C@@H]([C@@H](CO)O)O)O)O.[BH4-].[Na+].Cl[Si](C)(C)C. Given the product [CH3:22][CH2:23][O:8][C@H:7]1[O:9][C@@H:10]2[O:16][C:15]3([CH3:19])[O:17][O:18][C@@:11]42[C@@H:5]([CH2:4][CH2:3][C@@H:2]([CH3:1])[C@@H:12]4[CH2:13][CH2:14]3)[C@H:6]1[CH3:20], predict the reactants needed to synthesize it.